Dataset: Catalyst prediction with 721,799 reactions and 888 catalyst types from USPTO. Task: Predict which catalyst facilitates the given reaction. Reactant: Cl[C:2]1[N:7]=[C:6]([NH2:8])[C:5]([N+:9]([O-:11])=[O:10])=[CH:4][CH:3]=1.[NH:12]1[CH2:17][CH2:16][CH2:15][C@@H:14]([C:18]([O:20][CH2:21][CH3:22])=[O:19])[CH2:13]1.C(N(CC)CC)C. Product: [NH2:8][C:6]1[N:7]=[C:2]([N:12]2[CH2:17][CH2:16][CH2:15][C@@H:14]([C:18]([O:20][CH2:21][CH3:22])=[O:19])[CH2:13]2)[CH:3]=[CH:4][C:5]=1[N+:9]([O-:11])=[O:10]. The catalyst class is: 10.